From a dataset of Forward reaction prediction with 1.9M reactions from USPTO patents (1976-2016). Predict the product of the given reaction. The product is: [CH2:1]([C:3]1[C:4]([C:11]([O:13][CH2:14][C:15]2[CH:20]=[CH:19][CH:18]=[CH:17][CH:16]=2)=[O:12])=[C:5]([CH:9]=[O:10])[NH:6][C:7]=1[C:34]1[CH:35]=[CH:36][N:31]=[CH:32][CH:33]=1)[CH3:2]. Given the reactants [CH2:1]([C:3]1[C:4]([C:11]([O:13][CH2:14][C:15]2[CH:20]=[CH:19][CH:18]=[CH:17][CH:16]=2)=[O:12])=[C:5]([CH:9]=[O:10])[NH:6][C:7]=1I)[CH3:2].FC1C=CC(B(O)O)=CC=1.[N:31]1[CH:36]=[CH:35][C:34](B(O)O)=[CH:33][CH:32]=1, predict the reaction product.